The task is: Predict the product of the given reaction.. This data is from Forward reaction prediction with 1.9M reactions from USPTO patents (1976-2016). (1) Given the reactants [CH3:1][C@@:2]([NH:15][NH2:16])([C:12]([OH:14])=[O:13])[CH2:3][C:4]1[CH:5]=[CH:6][C:7]([OH:11])=[C:8]([OH:10])[CH:9]=1, predict the reaction product. The product is: [CH:5]1[C:4]([CH2:3][C@H:2]([NH2:15])[C:12]([OH:14])=[O:13])=[CH:9][C:8]([OH:10])=[C:7]([OH:11])[CH:6]=1.[CH3:1][C@@:2]([NH:15][NH2:16])([C:12]([OH:14])=[O:13])[CH2:3][C:4]1[CH:5]=[CH:6][C:7]([OH:11])=[C:8]([OH:10])[CH:9]=1. (2) Given the reactants [CH:1](B1OC(C)(C)C(C)(C)O1)=[CH2:2].C(=O)([O-])[O-].[K+].[K+].[OH:18][C@@H:19]1[C@@H:24]([C:25]2[CH:30]=[CH:29][C:28](OS(C(F)(F)F)(=O)=O)=[CH:27][CH:26]=2)[C@H:23]([O:39][Si:40]([CH:47]([CH3:49])[CH3:48])([CH:44]([CH3:46])[CH3:45])[CH:41]([CH3:43])[CH3:42])[CH2:22][N:21]([C:50]([O:52][CH2:53][C:54]2[CH:59]=[CH:58][CH:57]=[CH:56][CH:55]=2)=[O:51])[CH2:20]1, predict the reaction product. The product is: [OH:18][C@@H:19]1[C@@H:24]([C:25]2[CH:30]=[CH:29][C:28]([CH:1]=[CH2:2])=[CH:27][CH:26]=2)[C@H:23]([O:39][Si:40]([CH:47]([CH3:48])[CH3:49])([CH:44]([CH3:45])[CH3:46])[CH:41]([CH3:43])[CH3:42])[CH2:22][N:21]([C:50]([O:52][CH2:53][C:54]2[CH:59]=[CH:58][CH:57]=[CH:56][CH:55]=2)=[O:51])[CH2:20]1. (3) Given the reactants [CH:1]([C:3]1[CH:8]=[CH:7][C:6]([N:9]2[CH2:14][CH2:13][CH:12]([N:15]([CH:19]([CH3:21])[CH3:20])[C:16](=[O:18])[CH3:17])[CH2:11][CH2:10]2)=[CH:5][CH:4]=1)=O.[NH2:22][C:23]1[CH:31]=[C:30]([O:32][CH3:33])[CH:29]=[C:28]([O:34][CH3:35])[C:24]=1[C:25]([NH2:27])=[O:26].OS([O-])=O.[Na+].CC1C=CC(S(O)(=O)=O)=CC=1, predict the reaction product. The product is: [CH3:35][O:34][C:28]1[CH:29]=[C:30]([O:32][CH3:33])[CH:31]=[C:23]2[C:24]=1[C:25](=[O:26])[NH:27][C:1]([C:3]1[CH:8]=[CH:7][C:6]([N:9]3[CH2:14][CH2:13][CH:12]([N:15]([CH:19]([CH3:21])[CH3:20])[C:16](=[O:18])[CH3:17])[CH2:11][CH2:10]3)=[CH:5][CH:4]=1)=[N:22]2. (4) Given the reactants [OH:1][C:2]1[CH:3]=[CH:4][C:5]2[C:6](=[O:17])[C:7]3[C:12]([O:13][C:14]=2[CH:15]=1)=[CH:11][C:10]([OH:16])=[CH:9][CH:8]=3.N1C=CC=CC=1.[S:24](O[S:24]([C:27]([F:30])([F:29])[F:28])(=[O:26])=[O:25])([C:27]([F:30])([F:29])[F:28])(=[O:26])=[O:25], predict the reaction product. The product is: [O:17]=[C:6]1[C:5]2[CH:4]=[CH:3][C:2]([O:1][S:24]([C:27]([F:30])([F:29])[F:28])(=[O:26])=[O:25])=[CH:15][C:14]=2[O:13][C:12]2[C:7]1=[CH:8][CH:9]=[C:10]([O:16][S:24]([C:27]([F:30])([F:29])[F:28])(=[O:26])=[O:25])[CH:11]=2. (5) Given the reactants [NH2:1][C:2]1[C:3]([C:9]([NH2:11])=[O:10])=[N:4][C:5](Br)=[CH:6][CH:7]=1.[Br:12][C:13]1[CH:14]=[CH:15][C:16]([F:22])=[C:17](B(O)O)[CH:18]=1, predict the reaction product. The product is: [NH2:1][C:2]1[C:3]([C:9]([NH2:11])=[O:10])=[N:4][C:5]([C:15]2[CH:14]=[C:13]([Br:12])[CH:18]=[CH:17][C:16]=2[F:22])=[CH:6][CH:7]=1. (6) Given the reactants Br[C:2]1[CH:7]=[C:6]([CH3:8])[N:5]=[C:4]([C:9]2[CH2:13][CH2:12][C:11]3([CH2:17][CH2:16][N:15]([CH3:18])[C:14]3=[O:19])[N:10]=2)[CH:3]=1.CC1(C)C(C)(C)OB([C:28]2[CH:35]=[C:34]([C:36]([F:39])([F:38])[F:37])[CH:33]=[CH:32][C:29]=2[C:30]#[N:31])O1.C(=O)([O-])[O-].[Na+].[Na+], predict the reaction product. The product is: [CH3:8][C:6]1[CH:7]=[C:2]([C:28]2[CH:35]=[C:34]([C:36]([F:37])([F:39])[F:38])[CH:33]=[CH:32][C:29]=2[C:30]#[N:31])[CH:3]=[C:4]([C:9]2[CH2:13][CH2:12][C:11]3([CH2:17][CH2:16][N:15]([CH3:18])[C:14]3=[O:19])[N:10]=2)[N:5]=1.